Dataset: Full USPTO retrosynthesis dataset with 1.9M reactions from patents (1976-2016). Task: Predict the reactants needed to synthesize the given product. (1) Given the product [C:1]([C:5]1[CH:21]=[CH:20][C:8]([CH2:9][N:10]2[C:14]3[CH:15]=[CH:16][CH:17]=[CH:18][C:13]=3[N:12]([CH2:29][C:28]3[CH:31]=[CH:32][C:25]([N+:22]([O-:24])=[O:23])=[CH:26][CH:27]=3)[C:11]2=[O:19])=[CH:7][CH:6]=1)([CH3:4])([CH3:2])[CH3:3], predict the reactants needed to synthesize it. The reactants are: [C:1]([C:5]1[CH:21]=[CH:20][C:8]([CH2:9][N:10]2[C:14]3[CH:15]=[CH:16][CH:17]=[CH:18][C:13]=3[NH:12][C:11]2=[O:19])=[CH:7][CH:6]=1)([CH3:4])([CH3:3])[CH3:2].[N+:22]([C:25]1[CH:32]=[CH:31][C:28]([CH2:29]Br)=[CH:27][CH:26]=1)([O-:24])=[O:23].C(=O)([O-])[O-].[K+].[K+].[I-].[K+].Cl. (2) The reactants are: Cl[C:2]1[N:10]=[CH:9][N:8]=[C:7]2[C:3]=1[NH:4][CH:5]=[N:6]2.[F:11][C:12]1[CH:13]=[C:14]([C:18]2[C:27]([CH:28]([NH2:30])C)=[CH:26][C:25]3[C:20](=[CH:21][CH:22]=[N:23][CH:24]=3)[N:19]=2)[CH:15]=[CH:16][CH:17]=1.CCN(C(C)C)C(C)C. Given the product [F:11][C:12]1[CH:13]=[C:14]([C:18]2[C:27]([CH2:28][NH:30][C:2]3[N:10]=[CH:9][N:8]=[C:7]4[C:3]=3[N:4]=[CH:5][NH:6]4)=[CH:26][C:25]3[C:20](=[CH:21][CH:22]=[N:23][CH:24]=3)[N:19]=2)[CH:15]=[CH:16][CH:17]=1, predict the reactants needed to synthesize it.